This data is from Catalyst prediction with 721,799 reactions and 888 catalyst types from USPTO. The task is: Predict which catalyst facilitates the given reaction. (1) Reactant: CC(OC([N:11]1[CH2:17][C:16]2[CH:18]=[CH:19][CH:20]=[CH:21][C:15]=2[O:14][CH2:13][CH2:12]1)=O)CCCCC.C(O[CH2:26][CH3:27])(=O)C.[ClH:28]. Product: [ClH:28].[CH3:17][CH:16]([CH:13]1[CH2:12][NH:11][CH2:17][C:16]2[CH:18]=[CH:19][CH:20]=[CH:21][C:15]=2[O:14]1)[CH2:15][CH2:21][CH2:20][CH2:26][CH3:27]. The catalyst class is: 13. (2) Reactant: C([O:8][C:9]([CH2:11][N:12]1[CH2:25][CH2:24][CH2:23][N:22]2[CH2:26][CH2:27][CH2:28][N:15]([CH2:16][CH2:17][CH2:18][N:19]([CH2:29][C:30]([O:32]CC3C=CC=CC=3)=[O:31])[CH2:20][CH2:21]2)[CH2:14][CH2:13]1)=[O:10])C1C=CC=CC=1. Product: [C:30]([CH2:29][N:19]1[CH2:18][CH2:17][CH2:16][N:15]2[CH2:28][CH2:27][CH2:26][N:22]([CH2:23][CH2:24][CH2:25][N:12]([CH2:11][C:9]([OH:10])=[O:8])[CH2:13][CH2:14]2)[CH2:21][CH2:20]1)([OH:32])=[O:31]. The catalyst class is: 29. (3) Reactant: [C:1]([NH:4][C:5]([CH2:14][C:15]1[CH:20]=[CH:19][C:18]([CH2:21][CH3:22])=[C:17]([CH2:23][CH3:24])[CH:16]=1)(C([O-])=O)[C:6]([O:8][CH2:9][CH3:10])=[O:7])(=[O:3])[CH3:2]. Product: [C:1]([NH:4][CH:5]([CH2:14][C:15]1[CH:20]=[CH:19][C:18]([CH2:21][CH3:22])=[C:17]([CH2:23][CH3:24])[CH:16]=1)[C:6]([O:8][CH2:9][CH3:10])=[O:7])(=[O:3])[CH3:2]. The catalyst class is: 11. (4) Reactant: [CH3:1][N:2]1[CH:6]=[C:5]([C:7]2[N:12]=[N:11][C:10]([N:13]3[CH2:22][CH2:21][C:16]4(OCC[O:17]4)[CH2:15][CH2:14]3)=[CH:9][CH:8]=2)[CH:4]=[N:3]1.CC1C=CC(S(O)(=O)=O)=CC=1.O. Product: [CH3:1][N:2]1[CH:6]=[C:5]([C:7]2[N:12]=[N:11][C:10]([N:13]3[CH2:22][CH2:21][C:16](=[O:17])[CH2:15][CH2:14]3)=[CH:9][CH:8]=2)[CH:4]=[N:3]1. The catalyst class is: 95. (5) Reactant: S(Cl)([Cl:3])=O.O[CH2:6][C:7]1[CH:8]=[C:9]2[C:13](=[CH:14][CH:15]=1)[N:12]([C:16]1[CH:21]=[C:20]([I:22])[CH:19]=[CH:18][N:17]=1)[N:11]=[C:10]2[C:23]([NH2:25])=[O:24]. Product: [Cl:3][CH2:6][C:7]1[CH:8]=[C:9]2[C:13](=[CH:14][CH:15]=1)[N:12]([C:16]1[CH:21]=[C:20]([I:22])[CH:19]=[CH:18][N:17]=1)[N:11]=[C:10]2[C:23]([NH2:25])=[O:24]. The catalyst class is: 4. (6) Reactant: C([Li])CCC.[S:6]1[CH:10]=[CH:9][N:8]=[CH:7]1.[F:11][C:12]1[CH:31]=[CH:30][C:15]([C:16]([N:18]2[CH2:23][CH2:22][CH:21]([C:24](=[O:29])N(C)OC)[CH2:20][CH2:19]2)=[O:17])=[CH:14][CH:13]=1. Product: [F:11][C:12]1[CH:31]=[CH:30][C:15]([C:16]([N:18]2[CH2:19][CH2:20][CH:21]([C:24]([C:7]3[S:6][CH:10]=[CH:9][N:8]=3)=[O:29])[CH2:22][CH2:23]2)=[O:17])=[CH:14][CH:13]=1. The catalyst class is: 1. (7) Reactant: Br[C:2]1[CH:10]=[CH:9][C:8]2[NH:7][C:6]3[CH2:11][CH2:12][N:13]([C:15]4[N:20]=[CH:19][C:18]([C:21]([O:23][CH3:24])=[O:22])=[CH:17][N:16]=4)[CH2:14][C:5]=3[C:4]=2[CH:3]=1.C([O-])([O-])=O.[Cs+].[Cs+].[CH:31]([C:33]1[O:37][C:36](B(O)O)=[CH:35][CH:34]=1)=[O:32]. Product: [CH3:24][O:23][C:21]([C:18]1[CH:19]=[N:20][C:15]([N:13]2[CH2:12][CH2:11][C:6]3[NH:7][C:8]4[CH:9]=[CH:10][C:2]([C:36]5[O:37][C:33]([CH:31]=[O:32])=[CH:34][CH:35]=5)=[CH:3][C:4]=4[C:5]=3[CH2:14]2)=[N:16][CH:17]=1)=[O:22]. The catalyst class is: 176.